Dataset: Catalyst prediction with 721,799 reactions and 888 catalyst types from USPTO. Task: Predict which catalyst facilitates the given reaction. (1) Reactant: Br[C:2]1[CH:3]=[C:4]([C:9]2([C:20]3[CH:25]=[CH:24][N:23]=[C:22]([O:26][CH3:27])[CH:21]=3)[C:17]3[C:12](=[C:13]([F:18])[CH:14]=[CH:15][CH:16]=3)[C:11]([NH2:19])=[N:10]2)[CH:5]=[CH:6][C:7]=1[F:8].[N:28]1[CH:33]=[C:32](B(O)O)[CH:31]=[N:30][CH:29]=1.C(=O)([O-])[O-].[K+].[K+]. Product: [F:18][C:13]1[CH:14]=[CH:15][CH:16]=[C:17]2[C:12]=1[C:11]([NH2:19])=[N:10][C:9]2([C:4]1[CH:5]=[CH:6][C:7]([F:8])=[C:2]([C:32]2[CH:33]=[N:28][CH:29]=[N:30][CH:31]=2)[CH:3]=1)[C:20]1[CH:25]=[CH:24][N:23]=[C:22]([O:26][CH3:27])[CH:21]=1. The catalyst class is: 431. (2) Product: [NH2:7][C:8]1[C:9]2[N:10]([C:14]([C@@H:18]3[CH2:26][CH2:25][C@@H:24]4[N:20]([C:21](=[O:27])[CH2:22][CH2:23]4)[CH2:19]3)=[N:15][C:16]=2[C:36]2[CH:45]=[CH:44][C:39]([C:40]([O:42][CH3:43])=[O:41])=[CH:38][CH:37]=2)[CH:11]=[CH:12][N:13]=1. Reactant: C(=O)([O-])[O-].[K+].[K+].[NH2:7][C:8]1[C:9]2[N:10]([C:14]([C@@H:18]3[CH2:26][CH2:25][C@@H:24]4[N:20]([C:21](=[O:27])[CH2:22][CH2:23]4)[CH2:19]3)=[N:15][C:16]=2Br)[CH:11]=[CH:12][N:13]=1.CC1(C)C(C)(C)OB([C:36]2[CH:45]=[CH:44][C:39]([C:40]([O:42][CH3:43])=[O:41])=[CH:38][CH:37]=2)O1.CO. The catalyst class is: 258.